This data is from Full USPTO retrosynthesis dataset with 1.9M reactions from patents (1976-2016). The task is: Predict the reactants needed to synthesize the given product. (1) Given the product [OH:46][C@@H:26]([CH2:25][NH:24][CH2:23][CH2:22][C:21]1[CH:20]=[CH:19][C:18]([S:15]([CH2:14][C:11]2[N:10]=[C:9]([C:6]3[CH:5]=[CH:4][C:3]([O:2][CH3:1])=[CH:8][CH:7]=3)[O:13][N:12]=2)(=[O:17])=[O:16])=[CH:48][CH:47]=1)[CH2:27][O:28][C:29]1[CH:34]=[CH:33][C:32]([OH:35])=[CH:31][CH:30]=1, predict the reactants needed to synthesize it. The reactants are: [CH3:1][O:2][C:3]1[CH:8]=[CH:7][C:6]([C:9]2[O:13][N:12]=[C:11]([CH2:14][S:15]([C:18]3[CH:48]=[CH:47][C:21]([CH2:22][CH2:23][NH:24][CH2:25][C@H:26]([OH:46])[CH2:27][O:28][C:29]4[CH:34]=[CH:33][C:32]([O:35][Si](C(C)C)(C(C)C)C(C)C)=[CH:31][CH:30]=4)=[CH:20][CH:19]=3)(=[O:17])=[O:16])[N:10]=2)=[CH:5][CH:4]=1.CCCC[N+](CCCC)(CCCC)CCCC.[F-]. (2) Given the product [N+:11]([C:14]1[CH:19]=[CH:18][C:17]([C:2]2[CH:3]=[C:4]([C:7]([O:9][CH3:10])=[O:8])[S:5][CH:6]=2)=[CH:16][CH:15]=1)([O-:13])=[O:12], predict the reactants needed to synthesize it. The reactants are: Br[C:2]1[CH:3]=[C:4]([C:7]([O:9][CH3:10])=[O:8])[S:5][CH:6]=1.[N+:11]([C:14]1[CH:19]=[CH:18][C:17](B(O)O)=[CH:16][CH:15]=1)([O-:13])=[O:12].P([O-])([O-])([O-])=O.[K+].[K+].[K+].